Task: Predict the reactants needed to synthesize the given product.. Dataset: Full USPTO retrosynthesis dataset with 1.9M reactions from patents (1976-2016) Given the product [C:1]([O:5][C:6]([N:8]1[CH2:9][CH:10]2[CH:14]([CH2:13][C:12]([C:16]([OH:18])=[O:17])=[CH:11]2)[CH2:15]1)=[O:7])([CH3:4])([CH3:2])[CH3:3], predict the reactants needed to synthesize it. The reactants are: [C:1]([O:5][C:6]([N:8]1[CH2:15][CH:14]2[CH:10]([CH2:11][C:12]([C:16]([O:18]C)=[O:17])=[CH:13]2)[CH2:9]1)=[O:7])([CH3:4])([CH3:3])[CH3:2].[OH-].[Li+].